Task: Predict the reactants needed to synthesize the given product.. Dataset: Full USPTO retrosynthesis dataset with 1.9M reactions from patents (1976-2016) (1) Given the product [CH2:1]([N:8]1[C:9]2[C:10](=[CH:16][CH:17]=[CH:18][CH:19]=2)[C:11]([OH:13])=[C:23]([C:24]([O:26][CH2:27][CH3:28])=[O:25])[C:14]1=[O:15])[C:2]1[CH:3]=[CH:4][CH:5]=[CH:6][CH:7]=1, predict the reactants needed to synthesize it. The reactants are: [CH2:1]([N:8]1[C:14](=[O:15])[O:13][C:11](=O)[C:10]2=[CH:16][CH:17]=[CH:18][CH:19]=[C:9]12)[C:2]1[CH:7]=[CH:6][CH:5]=[CH:4][CH:3]=1.[H-].[Na+].C(OCC)(=O)[CH2:23][C:24]([O:26][CH2:27][CH3:28])=[O:25]. (2) The reactants are: C([O-])([O-])=O.[Na+].[Na+].Br[C:8]1[N:9]=[CH:10][C:11]([NH2:14])=[N:12][CH:13]=1.[Cl:15][C:16]1[CH:21]=[CH:20][C:19](OB(O)O)=[CH:18][CH:17]=1. Given the product [Cl:15][C:16]1[CH:21]=[CH:20][C:19]([C:8]2[N:9]=[CH:10][C:11]([NH2:14])=[N:12][CH:13]=2)=[CH:18][CH:17]=1, predict the reactants needed to synthesize it. (3) The reactants are: [NH:1]1[CH2:5][CH2:4][CH2:3][C@@H:2]1[CH2:6][O:7][C:8]1[CH:25]=[CH:24][C:11]([O:12][C:13]2[CH:18]=[CH:17][C:16]([C:19]3[O:23][CH:22]=[N:21][CH:20]=3)=[CH:15][CH:14]=2)=[CH:10][CH:9]=1.[CH3:26][O:27][C:28](=[O:33])[CH2:29][CH2:30][CH2:31]Br. Given the product [CH3:26][O:27][C:28](=[O:33])[CH2:29][CH2:30][CH2:31][N:1]1[CH2:5][CH2:4][CH2:3][C@@H:2]1[CH2:6][O:7][C:8]1[CH:25]=[CH:24][C:11]([O:12][C:13]2[CH:18]=[CH:17][C:16]([C:19]3[O:23][CH:22]=[N:21][CH:20]=3)=[CH:15][CH:14]=2)=[CH:10][CH:9]=1, predict the reactants needed to synthesize it. (4) The reactants are: C([O:4][C:5]1[CH:10]=[CH:9][CH:8]=[CH:7][C:6]=1[C:11](=[O:21])[NH:12][C:13]1[S:14][CH:15]=[C:16]([S:18]([CH3:20])=[O:19])[N:17]=1)(=O)C.Cl. Given the product [OH:4][C:5]1[CH:10]=[CH:9][CH:8]=[CH:7][C:6]=1[C:11]([NH:12][C:13]1[S:14][CH:15]=[C:16]([S:18]([CH3:20])=[O:19])[N:17]=1)=[O:21], predict the reactants needed to synthesize it. (5) Given the product [O:1]1[C:2]2[CH:11]=[CH:10][C:5]([C:6]([O:8][CH3:9])=[O:7])=[CH:4][C:3]=2[CH:12]=[CH:13]1, predict the reactants needed to synthesize it. The reactants are: [OH:1][C:2]1[CH:11]=[CH:10][C:5]([C:6]([O:8][CH3:9])=[O:7])=[CH:4][C:3]=1[C:12]#[C:13][Si](C)(C)C. (6) Given the product [NH:1]1[C:9]2[C:4](=[CH:5][CH:6]=[CH:7][CH:8]=2)[CH:3]=[CH:2]1.[C:9]1([NH:1][SH:18](=[O:20])=[O:19])[CH:8]=[CH:7][CH:6]=[CH:5][CH:4]=1, predict the reactants needed to synthesize it. The reactants are: [NH:1]1[C:9]2[C:4](=[CH:5][CH:6]=[CH:7][CH:8]=2)[CH:3]=[CH:2]1.[H-].[Na+].C1([S:18](Cl)(=[O:20])=[O:19])C=CC=CC=1. (7) The reactants are: [F:1][C:2]1[CH:7]=[CH:6][C:5]([N:8]2[C:12]3([CH2:17][CH2:16][NH:15][CH2:14][CH2:13]3)[C:11](=[O:18])[N:10]([CH2:19][C:20]3[CH:21]=[C:22]([CH:30]=[CH:31][CH:32]=3)[C:23]([O:25][C:26]([CH3:29])([CH3:28])[CH3:27])=[O:24])[CH2:9]2)=[CH:4][CH:3]=1.Cl[CH2:34][CH2:35][CH2:36][C:37]([C:39]1[CH:44]=[CH:43][CH:42]=[CH:41][CH:40]=1)=[O:38].[I-].[Na+].C(=O)([O-])[O-].[K+].[K+]. Given the product [F:1][C:2]1[CH:3]=[CH:4][C:5]([N:8]2[C:12]3([CH2:13][CH2:14][N:15]([CH2:34][CH2:35][CH2:36][C:37](=[O:38])[C:39]4[CH:44]=[CH:43][CH:42]=[CH:41][CH:40]=4)[CH2:16][CH2:17]3)[C:11](=[O:18])[N:10]([CH2:19][C:20]3[CH:21]=[C:22]([CH:30]=[CH:31][CH:32]=3)[C:23]([O:25][C:26]([CH3:27])([CH3:28])[CH3:29])=[O:24])[CH2:9]2)=[CH:6][CH:7]=1, predict the reactants needed to synthesize it. (8) Given the product [CH:1]([C:4]1[CH:5]=[CH:6][C:7]([C:10]2[S:11][C:12]([CH3:33])=[C:13]([CH2:15][CH2:16][O:17][C:18]3[CH:19]=[C:20]4[C:24](=[CH:25][CH:26]=3)[C@H:23]([CH2:27][C:28]([OH:30])=[O:29])[CH2:22][CH2:21]4)[N:14]=2)=[CH:8][CH:9]=1)([CH3:3])[CH3:2], predict the reactants needed to synthesize it. The reactants are: [CH:1]([C:4]1[CH:9]=[CH:8][C:7]([C:10]2[S:11][C:12]([CH3:33])=[C:13]([CH2:15][CH2:16][O:17][C:18]3[CH:19]=[C:20]4[C:24](=[CH:25][CH:26]=3)[C@H:23]([CH2:27][C:28]([O:30]CC)=[O:29])[CH2:22][CH2:21]4)[N:14]=2)=[CH:6][CH:5]=1)([CH3:3])[CH3:2].CCO.[Li+].[OH-]. (9) Given the product [CH3:1][S:2]([O:5][C:6]1[CH:11]=[CH:10][CH:9]=[CH:8][C:7]=1[OH:12])(=[O:4])=[O:3], predict the reactants needed to synthesize it. The reactants are: [CH3:1][S:2]([O:5][C:6]1[CH:11]=[CH:10][CH:9]=[CH:8][C:7]=1[O:12]CC1C=CC=CC=1)(=[O:4])=[O:3].B(F)(F)F.CCOCC.CSC. (10) Given the product [C:34]1([S:40]([OH:43])(=[O:42])=[O:41])[CH:39]=[CH:38][CH:37]=[CH:36][CH:35]=1.[Cl:1][C:2]1[N:7]=[CH:6][C:5]([CH2:8][N:9]2[C:13]([CH3:14])=[C:12]([C:15]3[CH:20]=[CH:19][C:18]([C:21]#[N:22])=[CH:17][CH:16]=3)[C:11]([C:23]#[N:24])=[C:10]2[CH3:25])=[CH:4][C:3]=1[CH2:26][OH:27], predict the reactants needed to synthesize it. The reactants are: [Cl:1][C:2]1[N:7]=[CH:6][C:5]([CH2:8][N:9]2[C:13]([CH3:14])=[C:12]([C:15]3[CH:20]=[CH:19][C:18]([C:21]#[N:22])=[CH:17][CH:16]=3)[C:11]([C:23]#[N:24])=[C:10]2[CH3:25])=[CH:4][C:3]=1[CH2:26][OH:27].O1CCCC1.O.[C:34]1([S:40]([OH:43])(=[O:42])=[O:41])[CH:39]=[CH:38][CH:37]=[CH:36][CH:35]=1.